From a dataset of Full USPTO retrosynthesis dataset with 1.9M reactions from patents (1976-2016). Predict the reactants needed to synthesize the given product. (1) Given the product [S:30]1[CH:9]=[CH:8][C:7]([C:10]2[CH:11]=[CH:12][C:13]3[N:14]([CH:16]=[C:17]([C:19]([O:21][CH2:22][CH3:23])=[O:20])[N:18]=3)[CH:15]=2)=[CH:6]1, predict the reactants needed to synthesize it. The reactants are: C([Si](C(C)C)(C(C)C)N1[CH:9]=[CH:8][C:7]([C:10]2[CH:11]=[CH:12][C:13]3[N:14]([CH:16]=[C:17]([C:19]([O:21][CH2:22][CH3:23])=[O:20])[N:18]=3)[CH:15]=2)=[CH:6]1)(C)C.[S:30]1C=CC(B(O)O)=C1. (2) Given the product [C:1]([C:5]1[S:9]/[C:8](=[N:10]\[C:44](=[O:45])[C:43]2[CH:47]=[C:39]([Cl:38])[CH:40]=[CH:41][C:42]=2[F:48])/[N:7]([CH2:11][CH2:12][CH2:13][CH3:14])[N:6]=1)([CH3:4])([CH3:3])[CH3:2], predict the reactants needed to synthesize it. The reactants are: [C:1]([C:5]1[S:9][C:8](=[NH:10])[N:7]([CH2:11][CH2:12][CH2:13][CH3:14])[N:6]=1)([CH3:4])([CH3:3])[CH3:2].O.N1(O)C2C=CC=CC=2N=N1.Cl.C(N=C=NCCCN(C)C)C.[Cl:38][C:39]1[CH:40]=[CH:41][C:42]([F:48])=[C:43]([CH:47]=1)[C:44](O)=[O:45].C(N(CC)CC)C. (3) Given the product [O:1]=[C:2]1[CH:8]([CH2:9][C:10]([OH:12])=[O:11])[CH2:7][C:6]2[CH:14]=[CH:15][C:16]([O:18][CH2:19][CH2:20][CH2:21][N:22]([C:30]3[CH:35]=[CH:34][CH:33]=[CH:32][N:31]=3)[C:23]([O:25][C:26]([CH3:29])([CH3:28])[CH3:27])=[O:24])=[CH:17][C:5]=2[CH2:4][N:3]1[CH2:36][C:37]1[CH:42]=[CH:41][C:40]([C:43]([F:46])([F:44])[F:45])=[CH:39][CH:38]=1, predict the reactants needed to synthesize it. The reactants are: [O:1]=[C:2]1[CH:8]([CH2:9][C:10]([O:12]C)=[O:11])[CH2:7][C:6]2[CH:14]=[CH:15][C:16]([O:18][CH2:19][CH2:20][CH2:21][N:22]([C:30]3[CH:35]=[CH:34][CH:33]=[CH:32][N:31]=3)[C:23]([O:25][C:26]([CH3:29])([CH3:28])[CH3:27])=[O:24])=[CH:17][C:5]=2[CH2:4][N:3]1[CH2:36][C:37]1[CH:42]=[CH:41][C:40]([C:43]([F:46])([F:45])[F:44])=[CH:39][CH:38]=1.N1C=CC=CC=1NCCCOC1C=CC2CC(CC(OCC)=O)C(=O)NCC=2C=1. (4) Given the product [F:12][C:13]([F:18])([F:17])[C:14]([OH:16])=[O:15].[NH2:2][CH2:1][C:3]1[CH:11]=[CH:10][C:6]([C:7]([OH:9])=[O:8])=[CH:5][N:4]=1, predict the reactants needed to synthesize it. The reactants are: [C:1]([C:3]1[CH:11]=[CH:10][C:6]([C:7]([OH:9])=[O:8])=[CH:5][N:4]=1)#[N:2].[F:12][C:13]([F:18])([F:17])[C:14]([O-:16])=[O:15].[H][H]. (5) The reactants are: [Cl:1][C:2]1[CH:7]=[CH:6][C:5]([CH2:8]Cl)=[CH:4][CH:3]=1.[CH3:10][CH:11]1[CH2:16][NH:15][CH:14]([CH3:17])[CH2:13][NH:12]1. Given the product [Cl:1][C:2]1[CH:7]=[CH:6][C:5]([CH2:8][N:12]2[CH2:13][CH:14]([CH3:17])[NH:15][CH2:16][CH:11]2[CH3:10])=[CH:4][CH:3]=1, predict the reactants needed to synthesize it. (6) Given the product [CH3:8][C:7]1[CH:6]=[C:5]([O:9][C:14]2[S:18][N:17]=[C:16]([C:19]3[CH:24]=[CH:23][CH:22]=[CH:21][CH:20]=3)[N:15]=2)[C:4]([CH3:10])=[CH:3][C:2]=1[NH2:1], predict the reactants needed to synthesize it. The reactants are: [NH2:1][C:2]1[C:7]([CH3:8])=[CH:6][C:5]([OH:9])=[C:4]([CH3:10])[CH:3]=1.[H-].[Na+].Br[C:14]1[S:18][N:17]=[C:16]([C:19]2[CH:24]=[CH:23][CH:22]=[CH:21][CH:20]=2)[N:15]=1.